From a dataset of Reaction yield outcomes from USPTO patents with 853,638 reactions. Predict the reaction yield, written as a fraction of the theoretical maximum amount of product (1.0 means a 100% yield; for example, 0.34 means a 34% yield). (1) The reactants are [CH3:1][C:2]1([CH3:34])[O:6][C@H:5]2[C@H:7]([NH:12][C:13]3[N:18]4[N:19]=[C:20]([C:22]5[CH:27]=[CH:26][CH:25]=[C:24]([C:28]#[C:29][Si](C)(C)C)[CH:23]=5)[CH:21]=[C:17]4[N:16]=[CH:15][CH:14]=3)[CH2:8][C@H:9]([CH2:10][OH:11])[C@H:4]2[O:3]1.C1(C#C[Si](C)(C)C)C=CC=CC=1.CO.C(=O)([O-])[O-].[K+].[K+].[Cl-].[NH4+]. No catalyst specified. The product is [C:28]([C:24]1[CH:23]=[C:22]([C:20]2[CH:21]=[C:17]3[N:16]=[CH:15][CH:14]=[C:13]([NH:12][C@H:7]4[C@@H:5]5[O:6][C:2]([CH3:34])([CH3:1])[O:3][C@@H:4]5[C@@H:9]([CH2:10][OH:11])[CH2:8]4)[N:18]3[N:19]=2)[CH:27]=[CH:26][CH:25]=1)#[CH:29]. The yield is 0.810. (2) The reactants are [C:1]([O:9][CH2:10][CH3:11])(=[O:8])[CH2:2][C:3]([O:5][CH2:6][CH3:7])=[O:4].[H-].[Na+].[CH2:14]([O:21][C:22]1[CH:27]=[C:26]([N+:28]([O-:30])=[O:29])[C:25](Br)=[CH:24][C:23]=1[CH:32]1[CH2:36][CH2:35][CH2:34][CH2:33]1)[C:15]1[CH:20]=[CH:19][CH:18]=[CH:17][CH:16]=1. The catalyst is CS(C)=O. The product is [CH2:14]([O:21][C:22]1[C:23]([CH:32]2[CH2:36][CH2:35][CH2:34][CH2:33]2)=[CH:24][C:25]([CH:2]([C:3]([O:5][CH2:6][CH3:7])=[O:4])[C:1]([O:9][CH2:10][CH3:11])=[O:8])=[C:26]([N+:28]([O-:30])=[O:29])[CH:27]=1)[C:15]1[CH:16]=[CH:17][CH:18]=[CH:19][CH:20]=1. The yield is 0.450. (3) The reactants are O[CH:2]=[C:3]1[C:11]2[C:6](=[CH:7][CH:8]=[C:9]([C:12]([C:14]3[CH:15]=[C:16]([NH:20][C:21](=[O:23])[CH3:22])[CH:17]=[CH:18][CH:19]=3)=[O:13])[CH:10]=2)[NH:5][C:4]1=[O:24].[NH2:25][C:26]1[CH:31]=[CH:30][C:29]([N:32]2[CH2:37][CH2:36][O:35][CH2:34][CH2:33]2)=[CH:28][CH:27]=1. The catalyst is C1COCC1. The product is [N:32]1([C:29]2[CH:28]=[CH:27][C:26]([NH:25][CH:2]=[C:3]3[C:11]4[C:6](=[CH:7][CH:8]=[C:9]([C:12]([C:14]5[CH:15]=[C:16]([NH:20][C:21](=[O:23])[CH3:22])[CH:17]=[CH:18][CH:19]=5)=[O:13])[CH:10]=4)[NH:5][C:4]3=[O:24])=[CH:31][CH:30]=2)[CH2:33][CH2:34][O:35][CH2:36][CH2:37]1. The yield is 0.690. (4) The reactants are [CH3:1][O:2][C:3]1[CH:4]=[CH:5][CH:6]=[C:7]2[C:12]=1[CH2:11][C@@H:10]([N:13]1[CH2:17][CH2:16][CH2:15][CH2:14]1)[CH2:9][CH2:8]2.C([O-])(=O)C.[Na+].[Br:23]Br. The catalyst is C(O)(=O)C. The product is [Br:23][C:6]1[CH:5]=[CH:4][C:3]([O:2][CH3:1])=[C:12]2[C:7]=1[CH2:8][CH2:9][C@H:10]([N:13]1[CH2:17][CH2:16][CH2:15][CH2:14]1)[CH2:11]2. The yield is 0.580. (5) The reactants are [NH2:1][C:2]1[C:10]2[C:5](=[C:6]([F:13])[CH:7]=[CH:8][C:9]=2[O:11][CH3:12])[N:4]([CH2:14][C:15]2[CH:16]=[C:17]([CH:21]=[CH:22][CH:23]=2)[C:18]([NH2:20])=[O:19])[N:3]=1.[Cl:24][C:25]1[S:29][C:28]([S:30](Cl)(=[O:32])=[O:31])=[CH:27][CH:26]=1. The catalyst is N1C=CC=CC=1.ClCCl.CO.CS(C)=O. The product is [Cl:24][C:25]1[S:29][C:28]([S:30]([NH:1][C:2]2[C:10]3[C:5](=[C:6]([F:13])[CH:7]=[CH:8][C:9]=3[O:11][CH3:12])[N:4]([CH2:14][C:15]3[CH:16]=[C:17]([CH:21]=[CH:22][CH:23]=3)[C:18]([NH2:20])=[O:19])[N:3]=2)(=[O:32])=[O:31])=[CH:27][CH:26]=1. The yield is 0.450. (6) The reactants are [NH2:1][C:2]1[N:7]=[C:6]([NH:8][CH2:9][CH2:10][C:11]([O:13]C(C)(C)C)=[O:12])[CH:5]=[C:4]([Cl:18])[N:3]=1. The catalyst is FC(F)(F)C(O)=O. The product is [NH2:1][C:2]1[N:7]=[C:6]([NH:8][CH2:9][CH2:10][C:11]([OH:13])=[O:12])[CH:5]=[C:4]([Cl:18])[N:3]=1. The yield is 0.890. (7) The reactants are [CH3:1][O:2][C:3]([C:5]1[S:6][C:7]([C:27]2[CH2:32][CH2:31][C:30]([CH3:34])([CH3:33])[CH2:29][CH:28]=2)=[CH:8][C:9]=1[N:10]([C@H:20]1[CH2:25][CH2:24][C@H:23]([OH:26])[CH2:22][CH2:21]1)[C:11]([C@H:13]1[CH2:18][CH2:17][C@H:16]([CH3:19])[CH2:15][CH2:14]1)=[O:12])=[O:4].C(N(C(C)C)C(C)C)C.[CH3:44][O:45][CH2:46]Cl. The catalyst is CN(C1C=CN=CC=1)C.C(Cl)Cl. The product is [CH3:1][O:2][C:3]([C:5]1[S:6][C:7]([C:27]2[CH2:32][CH2:31][C:30]([CH3:33])([CH3:34])[CH2:29][CH:28]=2)=[CH:8][C:9]=1[N:10]([C@H:20]1[CH2:25][CH2:24][C@H:23]([O:26][CH2:44][O:45][CH3:46])[CH2:22][CH2:21]1)[C:11]([C@H:13]1[CH2:18][CH2:17][C@H:16]([CH3:19])[CH2:15][CH2:14]1)=[O:12])=[O:4]. The yield is 0.650.